Task: Predict the reaction yield, written as a fraction of the theoretical maximum amount of product (1.0 means a 100% yield; for example, 0.34 means a 34% yield).. Dataset: Reaction yield outcomes from USPTO patents with 853,638 reactions (1) The reactants are [Cl:1][C:2]1[C:6]([CH3:7])=[C:5]([C:8]2[CH:9]=[C:10]([C:13]([O:15]C)=[O:14])[S:11][CH:12]=2)[N:4]([CH3:17])[N:3]=1.[OH-].[Na+]. The catalyst is O1CCCC1. The product is [Cl:1][C:2]1[C:6]([CH3:7])=[C:5]([C:8]2[CH:9]=[C:10]([C:13]([OH:15])=[O:14])[S:11][CH:12]=2)[N:4]([CH3:17])[N:3]=1. The yield is 0.660. (2) The yield is 0.530. The reactants are [CH2:1]([C:3]1[C:8](=[O:9])[NH:7][C:6]([CH3:10])=[C:5]([C:11]2[O:15][C:14]([CH:16]=O)=[CH:13][CH:12]=2)[CH:4]=1)[CH3:2].[CH2:18]([NH:25][CH3:26])[C:19]1[CH:24]=[CH:23][CH:22]=[CH:21][CH:20]=1. The product is [CH2:18]([N:25]([CH2:16][C:14]1[O:15][C:11]([C:5]2[CH:4]=[C:3]([CH2:1][CH3:2])[C:8](=[O:9])[NH:7][C:6]=2[CH3:10])=[CH:12][CH:13]=1)[CH3:26])[C:19]1[CH:24]=[CH:23][CH:22]=[CH:21][CH:20]=1. No catalyst specified. (3) The reactants are CN([CH:4]=[N:5][C:6](=O)[C:7]1[CH:12]=[CH:11][C:10]([CH3:13])=[CH:9][CH:8]=1)C.C([O:19][C:20](=[O:30])[C:21]1[CH:26]=[CH:25][CH:24]=[C:23]([C:27](=[NH:29])[NH2:28])[CH:22]=1)(C)(C)C. The catalyst is C(O)(=O)C. The product is [C:10]1([CH3:13])[CH:11]=[CH:12][C:7]([C:6]2[N:5]=[CH:4][N:28]=[C:27]([C:23]3[CH:22]=[C:21]([CH:26]=[CH:25][CH:24]=3)[C:20]([OH:19])=[O:30])[N:29]=2)=[CH:8][CH:9]=1. The yield is 0.0530. (4) The reactants are [N:1]1[C:2](=[O:10])[CH:3]=[C:4]2[C:9]=1[CH:8]=[CH:7][CH:6]=[CH:5]2.Br[C:12]1[CH:20]=[C:19]2[C:15]([C:16](=O)[C:17](=[O:21])[NH:18]2)=[CH:14][CH:13]=1.Cl. The catalyst is C(O)(=O)C. The product is [CH:13]1[CH:12]=[CH:20][C:19]2[NH:18][C:17](=[O:21])/[C:16](=[C:3]3\[C:4]4[CH:5]=[CH:6][CH:7]=[CH:8][C:9]=4[NH:1][C:2]\3=[O:10])/[C:15]=2[CH:14]=1. The yield is 0.950. (5) The reactants are [CH:1]([N:4]1[C:8]([C:9]2[N:18]=[C:17]3[N:11]([CH2:12][CH2:13][O:14][C:15]4[CH:22]=[C:21]([CH:23]5[CH2:26][N:25]([C:27]([CH3:31])([CH3:30])[C:28]#[N:29])[CH2:24]5)[CH:20]=[CH:19][C:16]=43)[CH:10]=2)=[N:7][CH:6]=[N:5]1)([CH3:3])[CH3:2].C([O-])([O-])=[O:33].[Na+].[Na+].O. The catalyst is OS(O)(=O)=O. The product is [CH:1]([N:4]1[C:8]([C:9]2[N:18]=[C:17]3[C:16]4[CH:19]=[CH:20][C:21]([CH:23]5[CH2:24][N:25]([C:27]([CH3:31])([CH3:30])[C:28]([NH2:29])=[O:33])[CH2:26]5)=[CH:22][C:15]=4[O:14][CH2:13][CH2:12][N:11]3[CH:10]=2)=[N:7][CH:6]=[N:5]1)([CH3:3])[CH3:2]. The yield is 0.540. (6) The reactants are [C:1]([C:5]1[CH:10]=[CH:9][C:8]([N+:11]([O-])=O)=[CH:7][C:6]=1[S:14]([NH2:17])(=[O:16])=[O:15])([CH3:4])([CH3:3])[CH3:2].O.O.Cl[Sn]Cl.C([O-])(O)=O.[Na+]. The catalyst is CCO.CCOC(C)=O.O. The product is [C:1]([C:5]1[CH:10]=[CH:9][C:8]([NH2:11])=[CH:7][C:6]=1[S:14]([NH2:17])(=[O:15])=[O:16])([CH3:4])([CH3:2])[CH3:3]. The yield is 1.00.